From a dataset of Full USPTO retrosynthesis dataset with 1.9M reactions from patents (1976-2016). Predict the reactants needed to synthesize the given product. (1) Given the product [OH:1][CH2:2][CH2:3][N:4]1[C:14]([CH3:15])=[CH:13][C:7]([C:8]([O:10][CH2:11][CH3:12])=[O:9])=[N:5]1, predict the reactants needed to synthesize it. The reactants are: [OH:1][CH2:2][CH2:3][NH:4][NH2:5].O=[C:7]([CH2:13][C:14](=O)[CH3:15])[C:8]([O:10][CH2:11][CH3:12])=[O:9]. (2) Given the product [Cl:23][C:18]1[CH:19]=[N:20][CH:21]=[CH:22][C:17]=1[C:11]1([OH:16])[CH2:12][CH:13]2[NH:8][CH:9]([CH2:15][CH2:14]2)[CH2:10]1, predict the reactants needed to synthesize it. The reactants are: C(OC([N:8]1[CH:13]2[CH2:14][CH2:15][CH:9]1[CH2:10][C:11]([C:17]1[CH:22]=[CH:21][N:20]=[CH:19][C:18]=1[Cl:23])([OH:16])[CH2:12]2)=O)(C)(C)C.